This data is from Catalyst prediction with 721,799 reactions and 888 catalyst types from USPTO. The task is: Predict which catalyst facilitates the given reaction. (1) Reactant: C([O:3][C:4](=[O:30])[C@H:5]([CH2:20][C:21]1[N:25]=[C:24]([S:26][CH2:27][CH2:28][CH3:29])[NH:23][CH:22]=1)[N:6](CC1C=CC=CC=1Cl)[C:7](=[O:11])[CH2:8][CH2:9][CH3:10])C.[CH2:31](O)[CH3:32].[OH-].[K+].[ClH:36]. Product: [Cl:36][C:22]1[CH:21]=[CH:20][CH:5]=[CH:4][C:31]=1[CH2:32][N:25]1[C:21]([CH2:20][C@@H:5]([C:4]([OH:3])=[O:30])[NH:6][C:7](=[O:11])[CH2:8][CH2:9][CH3:10])=[CH:22][N:23]=[C:24]1[S:26][CH2:27][CH2:28][CH3:29]. The catalyst class is: 6. (2) Reactant: [CH2:1]([S:3]([C:6]1[CH:14]=[CH:13][C:9]([C:10]([OH:12])=O)=[CH:8][CH:7]=1)(=[O:5])=[O:4])[CH3:2].C1N=CN(C(N2C=NC=C2)=O)C=1.CS(O)(=O)=O.[NH2:32][CH2:33][C:34]1[CH:35]=[C:36]2[C:40](=[CH:41][CH:42]=1)[C:39](=[O:43])[N:38]([CH:44]1[CH2:49][CH2:48][C:47](=[O:50])[NH:46][C:45]1=[O:51])[CH2:37]2.Cl. The catalyst class is: 3. Product: [O:51]=[C:45]1[CH:44]([N:38]2[CH2:37][C:36]3[C:40](=[CH:41][CH:42]=[C:34]([CH2:33][NH:32][C:10](=[O:12])[C:9]4[CH:8]=[CH:7][C:6]([S:3]([CH2:1][CH3:2])(=[O:4])=[O:5])=[CH:14][CH:13]=4)[CH:35]=3)[C:39]2=[O:43])[CH2:49][CH2:48][C:47](=[O:50])[NH:46]1. (3) Reactant: O=[C:2]1[CH2:7][CH2:6][N:5]([C:8]([O:10][C:11]([CH3:14])([CH3:13])[CH3:12])=[O:9])[CH2:4][CH2:3]1.C(O)(=O)C.C(O[BH-](OC(=O)C)OC(=O)C)(=O)C.[Na+].[C:33]1([C@H:39]2[CH2:41][C@@H:40]2[NH2:42])[CH:38]=[CH:37][CH:36]=[CH:35][CH:34]=1. Product: [C:33]1([C@H:39]2[CH2:41][C@@H:40]2[NH:42][CH:2]2[CH2:7][CH2:6][N:5]([C:8]([O:10][C:11]([CH3:14])([CH3:13])[CH3:12])=[O:9])[CH2:4][CH2:3]2)[CH:38]=[CH:37][CH:36]=[CH:35][CH:34]=1. The catalyst class is: 26. (4) Reactant: [CH3:1][C:2]1[N:18]2[C:5]([CH2:6][C:7]3[C:15]4[CH:14]=[CH:13][CH:12]=[CH:11][C:10]=4[N:9]([CH3:16])[C:8]=3[CH2:17]2)=[C:4]([C:19](OC)=[O:20])[C:3]=1[C:23](OC)=[O:24].[H-].[H-].[H-].[H-].[Li+].[Al+3]. Product: [CH3:1][C:2]1[N:18]2[C:5]([CH2:6][C:7]3[C:15]4[CH:14]=[CH:13][CH:12]=[CH:11][C:10]=4[N:9]([CH3:16])[C:8]=3[CH2:17]2)=[C:4]([CH2:19][OH:20])[C:3]=1[CH2:23][OH:24]. The catalyst class is: 268. (5) Reactant: [NH:1]1[CH:5]=[CH:4][C:3]([C:6]2[NH:7][C:8]3[C:13]([CH:14]=2)=[CH:12][C:11]([C:15]([OH:17])=[O:16])=[CH:10][CH:9]=3)=[N:2]1.[CH3:18]O. Product: [NH:1]1[CH:5]=[CH:4][C:3]([C:6]2[NH:7][C:8]3[C:13]([CH:14]=2)=[CH:12][C:11]([C:15]([O:17][CH3:18])=[O:16])=[CH:10][CH:9]=3)=[N:2]1. The catalyst class is: 82. (6) Reactant: F[C:2]1[CH:9]=[CH:8][CH:7]=[C:6]([C:10]([F:13])([F:12])[F:11])[C:3]=1[C:4]#[N:5].[NH3:14].OS(O)(=O)=O.[OH-:20].[Na+]. Product: [NH2:14][C:2]1[CH:9]=[CH:8][CH:7]=[C:6]([C:10]([F:13])([F:12])[F:11])[C:3]=1[C:4]([NH2:5])=[O:20]. The catalyst class is: 5.